Dataset: Forward reaction prediction with 1.9M reactions from USPTO patents (1976-2016). Task: Predict the product of the given reaction. (1) Given the reactants CCN(C(C)C)C(C)C.NC(N)=O.[B:14]1(B2OC(C)(C)C(C)(C)O2)[O:18]C(C)(C)C(C)(C)[O:15]1.[CH:32]1[CH:37]=[CH:36][C:35]([P:38]([C:44]2[CH:49]=[CH:48][CH:47]=[CH:46][CH:45]=2)[C-:39]2[CH:43]=[CH:42][CH:41]=[CH:40]2)=[CH:34][CH:33]=1.[CH:50]1[CH:55]=[CH:54][C:53]([P:56]([C:62]2[CH:67]=[CH:66][CH:65]=[CH:64][CH:63]=2)[C-:57]2[CH:61]=[CH:60][CH:59]=[CH:58]2)=[CH:52][CH:51]=1.[Cl:68][Pd:69][Cl:70].[Fe+2:71], predict the reaction product. The product is: [CH:47]1[CH:46]=[CH:45][C:44]([P:38]([C:35]2[CH:36]=[CH:37][CH:32]=[CH:33][CH:34]=2)[C-:39]2[CH:43]=[CH:42][CH:41]=[CH:40]2)=[CH:49][CH:48]=1.[CH:65]1[CH:64]=[CH:63][C:62]([P:56]([C:53]2[CH:54]=[CH:55][CH:50]=[CH:51][CH:52]=2)[C-:57]2[CH:61]=[CH:60][CH:59]=[CH:58]2)=[CH:67][CH:66]=1.[Cl:68][Pd:69][Cl:70].[Fe+2:71].[BH:14]([OH:18])[OH:15]. (2) Given the reactants BrC1C=CC(OC)=C(C)C=1.C(OCC)(=O)C.Br[C:18]1[C:23]([F:24])=[CH:22][C:21]([O:25][CH3:26])=[C:20]([F:27])[CH:19]=1.[NH:28]1[CH2:33][CH2:32][NH:31][CH2:30][CH2:29]1, predict the reaction product. The product is: [F:24][C:23]1[CH:22]=[C:21]([O:25][CH3:26])[C:20]([F:27])=[CH:19][C:18]=1[N:28]1[CH2:33][CH2:32][NH:31][CH2:30][CH2:29]1. (3) Given the reactants C[O:2][C:3]([C@@H:5]1[CH2:9][C@H:8]([O:10][S:11]([CH3:14])(=[O:13])=[O:12])[CH2:7][N:6]1[C:15]([O:17][C:18]([CH3:21])([CH3:20])[CH3:19])=[O:16])=O.[BH4-].[Na+], predict the reaction product. The product is: [OH:2][CH2:3][C@@H:5]1[CH2:9][C@H:8]([O:10][S:11]([CH3:14])(=[O:12])=[O:13])[CH2:7][N:6]1[C:15]([O:17][C:18]([CH3:21])([CH3:20])[CH3:19])=[O:16].